This data is from Catalyst prediction with 721,799 reactions and 888 catalyst types from USPTO. The task is: Predict which catalyst facilitates the given reaction. (1) Reactant: CC1(C)C(C)(C)OB([C:9]2[C:22]3[CH2:21][C:20]4[C:15](=[CH:16][CH:17]=[CH:18][CH:19]=4)[S:14][C:13]=3[C:12]([O:23]C(=O)OC(C)(C)C)=[CH:11][CH:10]=2)O1.Cl[C:33]1[O:34][C:35]([N:40]2[CH2:45][CH2:44][O:43][CH2:42][CH2:41]2)=[CH:36][C:37](=[O:39])[CH:38]=1.C(=O)([O-])[O-].[K+].[K+]. Product: [OH:23][C:12]1[C:13]2[S:14][C:15]3[C:20](=[CH:19][CH:18]=[CH:17][CH:16]=3)[CH2:21][C:22]=2[C:9]([C:33]2[O:34][C:35]([N:40]3[CH2:41][CH2:42][O:43][CH2:44][CH2:45]3)=[CH:36][C:37](=[O:39])[CH:38]=2)=[CH:10][CH:11]=1. The catalyst class is: 12. (2) Reactant: [CH:1]([C:4]1[N:5]=[C:6]([CH2:9]O)[S:7][CH:8]=1)([CH3:3])[CH3:2].C1OCCOCCOCCOCCOCCOC1.[H-].[Na+].[CH:31]1([N:34]2[C:43]3[C:38](=[CH:39][C:40]([F:45])=[C:41](F)[CH:42]=3)[C:37](=[O:46])[C:36](/[CH:47]=[CH:48]/[C:49]([O:51][C:52]([CH3:55])([CH3:54])[CH3:53])=[O:50])=[CH:35]2)[CH2:33][CH2:32]1.[Cl-].[NH4+]. Product: [CH:31]1([N:34]2[C:43]3[C:38](=[CH:39][C:40]([F:45])=[C:41]([CH2:9][C:6]4[S:7][CH:8]=[C:4]([CH:1]([CH3:2])[CH3:3])[N:5]=4)[CH:42]=3)[C:37](=[O:46])[C:36](/[CH:47]=[CH:48]/[C:49]([O:51][C:52]([CH3:55])([CH3:54])[CH3:53])=[O:50])=[CH:35]2)[CH2:33][CH2:32]1. The catalyst class is: 9.